Dataset: Catalyst prediction with 721,799 reactions and 888 catalyst types from USPTO. Task: Predict which catalyst facilitates the given reaction. (1) Reactant: [Cl:1][C:2]1[CH:3]=[C:4]2[C:9](=[CH:10][CH:11]=1)[N:8]=[C:7]([N:12]1[CH2:17][CH2:16][N:15]([CH3:18])[CH2:14][CH2:13]1)[C:6]([N+:19]([O-])=O)=[C:5]2[NH2:22].[O-]S(S([O-])=O)=O.[Na+].[Na+].O. Product: [Cl:1][C:2]1[CH:3]=[C:4]2[C:9](=[CH:10][CH:11]=1)[N:8]=[C:7]([N:12]1[CH2:17][CH2:16][N:15]([CH3:18])[CH2:14][CH2:13]1)[C:6]([NH2:19])=[C:5]2[NH2:22]. The catalyst class is: 14. (2) Product: [O:30]=[C:16]1[C@@H:15]([NH:14][C:6](=[O:11])[C:7]([F:8])([F:9])[F:10])[CH2:21][CH2:20][S:19][C@H:18]2[CH2:22][CH2:23][CH2:24][C@@H:25]([C:26]([O:28][CH3:29])=[O:27])[N:17]12. Reactant: [F:8][C:7]([F:10])([F:9])[C:6](O[C:6](=[O:11])[C:7]([F:10])([F:9])[F:8])=[O:11].[NH2:14][C@H:15]1[CH2:21][CH2:20][S:19][C@H:18]2[CH2:22][CH2:23][CH2:24][C@@H:25]([C:26]([O:28][CH3:29])=[O:27])[N:17]2[C:16]1=[O:30].CCN(C(C)C)C(C)C. The catalyst class is: 2.